Dataset: NCI-60 drug combinations with 297,098 pairs across 59 cell lines. Task: Regression. Given two drug SMILES strings and cell line genomic features, predict the synergy score measuring deviation from expected non-interaction effect. (1) Drug 1: CC1CCC2CC(C(=CC=CC=CC(CC(C(=O)C(C(C(=CC(C(=O)CC(OC(=O)C3CCCCN3C(=O)C(=O)C1(O2)O)C(C)CC4CCC(C(C4)OC)OCCO)C)C)O)OC)C)C)C)OC. Drug 2: C1C(C(OC1N2C=NC3=C2NC=NCC3O)CO)O. Cell line: EKVX. Synergy scores: CSS=15.5, Synergy_ZIP=-5.54, Synergy_Bliss=0.453, Synergy_Loewe=-26.3, Synergy_HSA=-1.78. (2) Drug 1: CC12CCC3C(C1CCC2O)C(CC4=C3C=CC(=C4)O)CCCCCCCCCS(=O)CCCC(C(F)(F)F)(F)F. Cell line: ACHN. Synergy scores: CSS=14.3, Synergy_ZIP=-0.964, Synergy_Bliss=-1.31, Synergy_Loewe=-11.1, Synergy_HSA=-3.22. Drug 2: C1CN(CCN1C(=O)CCBr)C(=O)CCBr. (3) Drug 1: CCC(=C(C1=CC=CC=C1)C2=CC=C(C=C2)OCCN(C)C)C3=CC=CC=C3.C(C(=O)O)C(CC(=O)O)(C(=O)O)O. Drug 2: C(=O)(N)NO. Cell line: HT29. Synergy scores: CSS=-1.10, Synergy_ZIP=-0.767, Synergy_Bliss=2.10, Synergy_Loewe=-9.32, Synergy_HSA=-2.23. (4) Drug 1: CS(=O)(=O)OCCCCOS(=O)(=O)C. Drug 2: CC1C(C(CC(O1)OC2CC(CC3=C2C(=C4C(=C3O)C(=O)C5=CC=CC=C5C4=O)O)(C(=O)C)O)N)O. Synergy scores: CSS=40.5, Synergy_ZIP=5.62, Synergy_Bliss=1.65, Synergy_Loewe=-32.9, Synergy_HSA=2.51. Cell line: LOX IMVI. (5) Drug 1: C1=CC(=CC=C1CC(C(=O)O)N)N(CCCl)CCCl.Cl. Drug 2: C1=NC2=C(N1)C(=S)N=C(N2)N. Cell line: SK-MEL-5. Synergy scores: CSS=21.5, Synergy_ZIP=-3.90, Synergy_Bliss=-2.63, Synergy_Loewe=-6.78, Synergy_HSA=-1.07.